Dataset: Forward reaction prediction with 1.9M reactions from USPTO patents (1976-2016). Task: Predict the product of the given reaction. Given the reactants F[C:2]1[CH:7]=[CH:6][C:5]([C:8]2([CH3:14])[CH2:13][CH2:12][O:11][CH2:10][CH2:9]2)=[CH:4][N:3]=1.[CH3:15][O:16][C:17]1[CH:22]=[C:21]([O:23][CH3:24])[CH:20]=[CH:19][C:18]=1[CH2:25][NH2:26].CCN(C(C)C)C(C)C.C(=O)([O-])[O-].[K+].[K+], predict the reaction product. The product is: [CH3:15][O:16][C:17]1[CH:22]=[C:21]([O:23][CH3:24])[CH:20]=[CH:19][C:18]=1[CH2:25][NH:26][C:2]1[CH:7]=[CH:6][C:5]([C:8]2([CH3:14])[CH2:13][CH2:12][O:11][CH2:10][CH2:9]2)=[CH:4][N:3]=1.